From a dataset of Catalyst prediction with 721,799 reactions and 888 catalyst types from USPTO. Predict which catalyst facilitates the given reaction. (1) Reactant: C(OC([N:8]1[CH2:13][CH2:12][C:11]([CH2:18][S:19][C:20]2[CH:25]=[CH:24][C:23]([O:26][CH2:27][C:28]#[C:29][CH3:30])=[CH:22][CH:21]=2)([C:14]([NH:16][OH:17])=[O:15])[CH2:10][CH2:9]1)=O)(C)(C)C.Cl. Product: [CH2:27]([O:26][C:23]1[CH:24]=[CH:25][C:20]([S:19][CH2:18][C:11]2([C:14]([NH:16][OH:17])=[O:15])[CH2:10][CH2:9][NH:8][CH2:13][CH2:12]2)=[CH:21][CH:22]=1)[C:28]#[C:29][CH3:30]. The catalyst class is: 71. (2) Reactant: [NH2:1][CH2:2][C@@H:3]1[C@H:7]([OH:8])[CH2:6][N:5]([C:9]([O:11][C:12]([CH3:15])([CH3:14])[CH3:13])=[O:10])[CH2:4]1.C(N(CC)CC)C.[F:23][C:24]([F:35])([F:34])[C:25](O[C:25](=[O:26])[C:24]([F:35])([F:34])[F:23])=[O:26]. Product: [OH:8][C@H:7]1[C@@H:3]([CH2:2][NH:1][C:25](=[O:26])[C:24]([F:35])([F:34])[F:23])[CH2:4][N:5]([C:9]([O:11][C:12]([CH3:15])([CH3:14])[CH3:13])=[O:10])[CH2:6]1. The catalyst class is: 64. (3) Reactant: [NH2:1][C@@H:2]([CH2:25][C:26]1[CH:31]=[CH:30][CH:29]=[CH:28][CH:27]=1)[C:3]([NH:5][C@H:6]([B:12]1[O:16][C@@H:15]2[CH2:17][C@@H:18]3[CH2:21][C@H:20]([C@:14]2([CH3:24])[O:13]1)[C:19]3([CH3:23])[CH3:22])[CH2:7][CH:8]1[CH2:11][CH2:10][CH2:9]1)=[O:4].[CH3:32][C:33]([O:36][C:37]([NH:39][C@H:40]([C:49](O)=[O:50])[CH2:41][CH2:42][C:43]1[CH:48]=[CH:47][CH:46]=[CH:45][CH:44]=1)=[O:38])([CH3:35])[CH3:34].CN(C(ON1N=NC2C=CC=CC1=2)=[N+](C)C)C.[B-](F)(F)(F)F.C(N(CC)C(C)C)(C)C. Product: [CH2:25]([C@H:2]([NH:1][C:49]([C@@H:40]([NH:39][C:37](=[O:38])[O:36][C:33]([CH3:34])([CH3:32])[CH3:35])[CH2:41][CH2:42][C:43]1[CH:44]=[CH:45][CH:46]=[CH:47][CH:48]=1)=[O:50])[C:3]([NH:5][C@H:6]([B:12]1[O:16][C@@H:15]2[CH2:17][C@@H:18]3[CH2:21][C@H:20]([C@:14]2([CH3:24])[O:13]1)[C:19]3([CH3:23])[CH3:22])[CH2:7][CH:8]1[CH2:11][CH2:10][CH2:9]1)=[O:4])[C:26]1[CH:27]=[CH:28][CH:29]=[CH:30][CH:31]=1. The catalyst class is: 3. (4) Reactant: O1CCCC1.[OH-].[Li+].C([O:10][C:11]([C:13]1[NH:14][C:15]2[C:20]([CH:21]=1)=[CH:19][C:18]([F:22])=[CH:17][C:16]=2[Br:23])=[O:12])C. Product: [Br:23][C:16]1[CH:17]=[C:18]([F:22])[CH:19]=[C:20]2[C:15]=1[NH:14][C:13]([C:11]([OH:12])=[O:10])=[CH:21]2. The catalyst class is: 6. (5) Reactant: [F:1][C:2]1[CH:7]=[CH:6][C:5]([C:8]2[N:9]=[C:10]([C:23]3[CH:28]=[CH:27][CH:26]=[CH:25][CH:24]=3)[NH:11][C:12]=2[C:13]2[CH:18]=[CH:17][N:16]=[C:15](S(C)(=O)=O)[N:14]=2)=[CH:4][CH:3]=1.[BH4-].[Na+].Cl.C(=O)([O-])O.[Na+]. Product: [F:1][C:2]1[CH:3]=[CH:4][C:5]([C:8]2[N:9]=[C:10]([C:23]3[CH:28]=[CH:27][CH:26]=[CH:25][CH:24]=3)[NH:11][C:12]=2[C:13]2[CH:18]=[CH:17][N:16]=[CH:15][N:14]=2)=[CH:6][CH:7]=1. The catalyst class is: 8.